From a dataset of NCI-60 drug combinations with 297,098 pairs across 59 cell lines. Regression. Given two drug SMILES strings and cell line genomic features, predict the synergy score measuring deviation from expected non-interaction effect. (1) Drug 2: CCC1(CC2CC(C3=C(CCN(C2)C1)C4=CC=CC=C4N3)(C5=C(C=C6C(=C5)C78CCN9C7C(C=CC9)(C(C(C8N6C=O)(C(=O)OC)O)OC(=O)C)CC)OC)C(=O)OC)O.OS(=O)(=O)O. Synergy scores: CSS=38.4, Synergy_ZIP=2.12, Synergy_Bliss=5.26, Synergy_Loewe=-8.64, Synergy_HSA=3.15. Drug 1: CC1C(C(CC(O1)OC2CC(CC3=C2C(=C4C(=C3O)C(=O)C5=C(C4=O)C(=CC=C5)OC)O)(C(=O)C)O)N)O.Cl. Cell line: MDA-MB-435. (2) Drug 1: CCCCC(=O)OCC(=O)C1(CC(C2=C(C1)C(=C3C(=C2O)C(=O)C4=C(C3=O)C=CC=C4OC)O)OC5CC(C(C(O5)C)O)NC(=O)C(F)(F)F)O. Drug 2: C1CNP(=O)(OC1)N(CCCl)CCCl. Cell line: SF-268. Synergy scores: CSS=9.89, Synergy_ZIP=-1.07, Synergy_Bliss=0.691, Synergy_Loewe=-17.6, Synergy_HSA=-1.27. (3) Drug 1: CC1=CC=C(C=C1)C2=CC(=NN2C3=CC=C(C=C3)S(=O)(=O)N)C(F)(F)F. Drug 2: CCCCCOC(=O)NC1=NC(=O)N(C=C1F)C2C(C(C(O2)C)O)O. Cell line: 786-0. Synergy scores: CSS=3.31, Synergy_ZIP=3.67, Synergy_Bliss=8.15, Synergy_Loewe=-4.39, Synergy_HSA=-2.30. (4) Drug 1: COC1=C(C=C2C(=C1)N=CN=C2NC3=CC(=C(C=C3)F)Cl)OCCCN4CCOCC4. Drug 2: C1=CC(=CC=C1CC(C(=O)O)N)N(CCCl)CCCl.Cl. Cell line: PC-3. Synergy scores: CSS=27.3, Synergy_ZIP=3.32, Synergy_Bliss=6.07, Synergy_Loewe=4.79, Synergy_HSA=7.68. (5) Drug 1: CCC1=C2CN3C(=CC4=C(C3=O)COC(=O)C4(CC)O)C2=NC5=C1C=C(C=C5)O. Drug 2: C1C(C(OC1N2C=NC3=C2NC=NCC3O)CO)O. Cell line: OVCAR3. Synergy scores: CSS=33.1, Synergy_ZIP=-2.92, Synergy_Bliss=-2.11, Synergy_Loewe=-57.9, Synergy_HSA=-0.660. (6) Drug 1: CC1=C2C(C(=O)C3(C(CC4C(C3C(C(C2(C)C)(CC1OC(=O)C(C(C5=CC=CC=C5)NC(=O)OC(C)(C)C)O)O)OC(=O)C6=CC=CC=C6)(CO4)OC(=O)C)OC)C)OC. Drug 2: CC12CCC3C(C1CCC2O)C(CC4=C3C=CC(=C4)O)CCCCCCCCCS(=O)CCCC(C(F)(F)F)(F)F. Cell line: SK-OV-3. Synergy scores: CSS=44.7, Synergy_ZIP=6.13, Synergy_Bliss=5.43, Synergy_Loewe=-0.717, Synergy_HSA=6.18. (7) Drug 1: CCC1=CC2CC(C3=C(CN(C2)C1)C4=CC=CC=C4N3)(C5=C(C=C6C(=C5)C78CCN9C7C(C=CC9)(C(C(C8N6C)(C(=O)OC)O)OC(=O)C)CC)OC)C(=O)OC.C(C(C(=O)O)O)(C(=O)O)O. Cell line: T-47D. Drug 2: CC1C(C(CC(O1)OC2CC(OC(C2O)C)OC3=CC4=CC5=C(C(=O)C(C(C5)C(C(=O)C(C(C)O)O)OC)OC6CC(C(C(O6)C)O)OC7CC(C(C(O7)C)O)OC8CC(C(C(O8)C)O)(C)O)C(=C4C(=C3C)O)O)O)O. Synergy scores: CSS=41.3, Synergy_ZIP=0.121, Synergy_Bliss=8.91, Synergy_Loewe=8.73, Synergy_HSA=8.23.